This data is from Drug-target binding data from BindingDB using Ki measurements. The task is: Regression. Given a target protein amino acid sequence and a drug SMILES string, predict the binding affinity score between them. We predict pKi (pKi = -log10(Ki in M); higher means stronger inhibition). Dataset: bindingdb_ki. (1) The small molecule is COc1ccc(O[C@@H]2O[C@H](CO)[C@@H](O)[C@H](O)[C@H]2O)c(C(F)F)c1. The target protein sequence is MAMQLRSLLLCVLLLLLGFALADTNAAARIHPPVVCANLSRANFDTLVPGFVFGAATASYQVEGAANLDGRGPSIWDTFTHKHPEKIADGSNGDVAIDQYHRYKEDVAIMKDMGLESYRFSISWSRVLPNGTLSGGINKKGIEYYNNLINELLHNGIEPLVTLFHWDVPQTLEDEYGGFLSNRIVNDFEEYAELCFKKFGDRVKHWTTLNEPYTFSSHGYAKGTHAPGRCSAWYNQTCFGGDSATEPYLVTHNLLLAHAAAVKLYKTKYQAYQKGVIGITVVTPWFEPASEAKEDIDAVFRALDFIYGWFMDPLTRGDYPQSMRSLVGERLPNFTKKESKSLSGSFDYIGINYYSARYASASKNYSGHPSYLNDVNVDVKSELNGVPIGPQAASSWLYFYPKGLYDLLCYTKEKYNDPIIYITENGVDEFNQPNPKLSLCQLLDDSNRIYYYYHHLCYLQAAIKEGVKVKGYFAWSLLDNFEWDNGYTVRFGINYVDYDN.... The pKi is 3.0. (2) The compound is CCOC(=O)N[C@@H](CCCCN)C(=O)c1noc(Cc2ccc(OCCc3ccccc3)cc2)n1. The target protein (P27435) has sequence MLKLLLLTLPLLSSLVHAAPSLAMPREGIVGGQEASGNKWPWQVSLRVNDTYWMHFCGGSLIHPQWVLTAAHCVGPNKADPNKLRVQLRKQYLYYHDHLLTVSQIISHPDFYIAQDGADIALLKLTNPVNITSNVHTVSLPPASETFPSGTLCWVTGWGNINNDVSLPPPFPLEEVQVPIVENRLCDLKYHKGLNTGDNVHIVRDDMLCAGNEGHDSCQGDSGGPLVCKVEDTWLQAGVVSWGEGCAQPNRPGIYTRVTYYLDWIYRYVPKYF. The pKi is 8.2. (3) The small molecule is CC1CCCCC1C(O)C=CC1C(O)CC(Cl)C1CC=CCOCC(=O)O. The target protein (P34979) has sequence MKATRDHASAPFCTRFNHSDPGIWAAERAVEAPNNLTLPPEPSEDCGSVSVAFSMTMMITGFVGNALAITLVSKSYRRREGKRKKSFLLCIGWLALTDMVGQLLTSPVVIVLYLSHQRWEQLDPSGRLCTFFGLTMTVFGLSSLFIASAMAVERALATRAPHWYSSHMKTSVTRAVLLGVWLAVLAFALLPVLGVGQYTIQWPGTWCFISTGPGGNGTNSRQNWGNVFFASAFAILGLSALVVTFACNLATIKALVSRCRAKATASQSSAQWGRITTETAIQLMGIMCVLSVCWSPLLIMMLKMIFNHTSVEHCKTYTENQDECNFFLIAVRLASLNQILDPWVYLLLRKILLQKFCQLLKGHSYGLDTEGGTENKDKEMKENLYISNLSRFFILLGHFTEARRGRGHIYLHTLEHQ. The pKi is 5.1. (4) The drug is CC(C)(C)NC(=O)[C@@H]1C[C@@H]2CCCC[C@@H]2CN1C[C@@H](O)[C@H](Cc1ccccc1)NC(=O)[C@H](CC(N)=O)NC(=O)c1ccc2ccccc2n1. The target protein sequence is PQVTLWKRPIVTIKIGGQLKEALLDTGADDTVLEEIDLPGRWKPKIIGGIGGFIKVKQYDQIPIEICGHKVISTVLVGPTPVNVIGRNLMTQLGCTLNF. The pKi is 5.7. (5) The drug is CN(Cc1ccc(O)c(C(=O)O)c1)Cc1ccc(C(=O)N[C@@H](CC(=O)O)C(=O)CSCc2ccccc2Cl)s1. The target protein (P49662) has sequence MAEGNHRKKPLKVLESLGKDFLTGVLDNLVEQNVLNWKEEEKKKYYDAKTEDKVRVMADSMQEKQRMAGQMLLQTFFNIDQISPNKKAHPNMEAGPPESGESTDALKLCPHEEFLRLCKERAEEIYPIKERNNRTRLALIICNTEFDHLPPRNGADFDITGMKELLEGLDYSVDVEENLTARDMESALRAFATRPEHKSSDSTFLVLMSHGILEGICGTVHDEKKPDVLLYDTIFQIFNNRNCLSLKDKPKVIIVQACRGANRGELWVRDSPASLEVASSQSSENLEEDAVYKTHVEKDFIAFCSSTPHNVSWRDSTMGSIFITQLITCFQKYSWCCHLEEVFRKVQQSFETPRAKAQMPTIERLSMTRYFYLFPGN. The pKi is 4.0. (6) The pKi is 7.8. The target protein (Q63207) has sequence MESPVRLSLLYVVLASLLLPGRSVFINRERANNVLQRIRRANSFFEEIKKGNLERECVEEICSFEEAREVFEDNEKTTEFWNKYEDGDQCESSPCQNQGECRDGLGSYTCTCTEGFEGKNCELFVRKLCSLDNGDCDQFCREEQNSVVCSCAKGYFLGNDGKSCLSTAPFPCGKTNKGRAKRSVALNTSNSEPDPEDLMPDADILYPTESPSELLNLNKTEPEANSDDVIRIVGGQECKRGECPWQALLFSDEETDGFCGGTILNEFYILTAAHCLHQAKRFKVRVGDLNTEQEDGGEMVHEVDMIIKHNKFQRDTYDFDIAMLRLKTPITFRENVAPACLPQKDWAEATLMTQKTGIVSGFGRTHEKGRQSKVLKMMEVPYVDRNTCRLSTSFSITQNMFCAGYDAKQEDACQGDSGGPHVTRFKDTYFVTGIVSWGEGCARKGKYGIYTKVTAFLKWIDRSMKARVGPTSETPRLTHPPY. The small molecule is O=C(NC[C@@H]1OC(=O)N2c3ccc(N4CCCNC4=O)cc3OC[C@@H]12)c1ccc(Cl)s1. (7) The small molecule is S=C([S-])[S-]. The target protein sequence is MSSIRSYKGIVPKLGEGVYIDSSAVLVGDIELGDDASIWPLVAARGDVNHIRIGKRTNIQDGSVLHVTHKNAENPNGYPLCIGDDVTIGHKVMLHGCTIHDRVLVGMGSIVLDGAVIENDVMIGAGSLVPPGKRLESGFLYMGSPVKQARPLNDKERAFLVKSSSNYVQSKNDYLNDVKTVRE. The pKi is 2.1.